Regression/Classification. Given an antibody's heavy chain and light chain sequences, predict its developability. TAP uses regression for 5 developability metrics; SAbDab uses binary classification. From a dataset of Antibody developability classification from SAbDab with 2,409 antibodies. (1) Result: 0 (not developable). The antibody is ['EVQLVESGGGLVKPGGSLRLSCAASGFTFSNYAMSWVRQTPEKRLEWVATISRSGSYSYFPDSVQGRFTISRDNAKNSLYLQMNSLRAEDTAVYYCARLGGYDEGDAMDSWGQGTTVTVSS', 'DIVMTQTPLSLSVTPGQPASISCKSSQSLLESDGKTYLNWYLQKPGQSPQLLIYLVSILDSGVPDRFSGSGSGTDFTLKISRVEAEDVGVYYCLQATHFPQTFGGGTKVEIK']. (2) The antibody is ['QVQLQESGPGLVAPSQSLSITCTVSGFSLTGYGVNWVRQPPGKGLEWLGMIWGDGNTDYNSALKSRLSISKDNSKSQVFLKMNSLHTDDTARYYCARERDYRLDYWGQGTTVTVSS', 'DIVLTQSPASLSASVGETVTITCRASGNIHNYLAWYQQKQGKSPQLLVYYTTTLADGVPSRFSGSGSGTQYSLKINSLQPDDFGSYYCQHFWSTPTFGGGTKLEIK']. Result: 0 (not developable). (3) The antibody is ['QVQLLESGAEVKKPGSSVKVSCKASGDTFIRYSFTWVRQAPGQGLEWMGRIITILDVAHYAPHLQGRVTITADKSTSTVYLELRNLRSDDTAVYFCAGVYEGEADEGEYRNNGFLKHWGQGTLVTVTS', 'ELELTQSPATLSVSPGERATLSCRASESVSSDLAWYQQKPGQAPRLLIYGASTRATGVPARFSGSGSGAEFTLTISSLQSEDFAVYYCQQYNNWPPRYTFGQGTRLEIK']. Result: 1 (developable). (4) The antibody is ['QVQLQQSGAELVKPGASVRMSCKASGYTFTNYNMYWVKQSPGQGLEWIGIFYPGNGDTSYNQKFKDKATLTADKSSNTAYMQLSSLTSEDSAVYYCARSGGSYRYDGGFDYWGQGTTVTV', 'DIELTQTTSSLSASLGDRVTISCRASQDISNYLNWYQQNPDGTVKLLIYYTSNLHSEVPSRFSGSGSGTDYSLTISNLEQEDIATYFCQQDFTLPFTFGGGT']. Result: 0 (not developable). (5) The antibody is ['DVQLQESGPSLVKPSQTLSLTCSVTGDSITSAYWSWIRKFPGNRLEYMGYVSYSGSTYYNPSLKSRISITRDTSKNQYYLDLNSVTTEDTATYYCANWAGDYWGQGTLVTVSA', 'DIVLTQSPATLSVTPGNSVSLSCRASQSIGNNLHWYQQKSHESPRLLIKYASQSISGIPSRFSGSGSGTDFTLSINSVETEDFGMYFCQQSNSWPYTFGGGTKLEIK']. Result: 0 (not developable). (6) The antibody is ['LINLVESGGGVVQPGRSLRLSCAASGFTFSRYGMHWVRQAPGKGLEWVAVVSSDGRTTYYADSVKGRFTISRDNSKNTLYLQMNSLRAEDTAVFYCAKEGGDNKFSFDYWGQGTLVTVSS', 'AGQLTQSPATLSLSPGERATLSCRASQSVTNYLAWYQQKPGQAPRLLIYGASNRATGIPARFSGSGSGTDFTLTISSLEPEDFAVYYCQQRDNWPPDATFGQGTKVEIK']. Result: 0 (not developable).